This data is from Experimentally validated miRNA-target interactions with 360,000+ pairs, plus equal number of negative samples. The task is: Binary Classification. Given a miRNA mature sequence and a target amino acid sequence, predict their likelihood of interaction. (1) The miRNA is hsa-miR-3136-5p with sequence CUGACUGAAUAGGUAGGGUCAUU. The protein sequence of the target gene is MPQLSLSWLGLGPVAASPWLLLLLVGGSWLLARVLAWTYTFYDNCRRLQCFPQPPKQNWFWGHQGLVTPTEEGMKTLTQLVTTYPQGFKLWLGPTFPLLILCHPDIIRPITSASAAVAPKDMIFYGFLKPWLGDGLLLSGGDKWSRHRRMLTPAFHFNILKPYMKIFNKSVNIMHDKWQRLASEGSARLDMFEHISLMTLDSLQKCVFSFESNCQEKPSEYIAAILELSAFVEKRNQQILLHTDFLYYLTPDGQRFRRACHLVHDFTDAVIQERRCTLPTQGIDDFLKNKAKSKTLDFID.... Result: 1 (interaction). (2) The miRNA is hsa-let-7f-5p with sequence UGAGGUAGUAGAUUGUAUAGUU. The protein sequence of the target gene is MKYILVTGGVISGIGKGIIASSVGTILKSCGLHVTSIKIDPYINIDAGTFSPYEHGEVFVLDDGGEVDLDLGNYERFLDIRLTKDNNLTTGKIYQYVINKERKGDYLGKTVQVVPHITDAIQEWVMRQALIPVDEDGLEPQVCVIELGGTVGDIESMPFIEAFRQFQFKVKRENFCNIHVSLVPQPSSTGEQKTKPTQNSVRELRGLGLSPDLVVCRCSNPLDTSVKEKISMFCHVEPEQVICVHDVSSIYRVPLLLEEQGVVDYFLRRLDLPIERQPRKMLMKWKEMADRYDRLLETCS.... Result: 1 (interaction).